Dataset: Full USPTO retrosynthesis dataset with 1.9M reactions from patents (1976-2016). Task: Predict the reactants needed to synthesize the given product. (1) The reactants are: [C:1]1([C:32]2[CH:37]=[CH:36][CH:35]=[CH:34][CH:33]=2)[CH:6]=[CH:5][C:4]([C:7]2[N:8]([C:25]3[CH:30]=[CH:29][C:28]([Cl:31])=[CH:27][CH:26]=3)[C:9](=[O:24])[C:10]3[N:11]=[C:12]([CH2:22]Br)[N:13]([C:16]4[CH:21]=[CH:20][CH:19]=[CH:18][CH:17]=4)[C:14]=3[N:15]=2)=[CH:3][CH:2]=1.[CH3:38][S-:39].[Na+].Cl. Given the product [C:1]1([C:32]2[CH:37]=[CH:36][CH:35]=[CH:34][CH:33]=2)[CH:6]=[CH:5][C:4]([C:7]2[N:8]([C:25]3[CH:30]=[CH:29][C:28]([Cl:31])=[CH:27][CH:26]=3)[C:9](=[O:24])[C:10]3[N:11]=[C:12]([CH2:22][S:39][CH3:38])[N:13]([C:16]4[CH:21]=[CH:20][CH:19]=[CH:18][CH:17]=4)[C:14]=3[N:15]=2)=[CH:3][CH:2]=1, predict the reactants needed to synthesize it. (2) Given the product [Cl:1][C:2]1[N:7]=[C:6]([O:8][C:9]2[C:10]([CH3:17])=[CH:11][C:12]([CH3:16])=[CH:13][C:14]=2[CH3:15])[C:5]([C:18]([NH:55][S:52]([C:50]2[CH:49]=[CH:48][CH:47]=[C:46]([F:45])[N:51]=2)(=[O:53])=[O:54])=[O:20])=[CH:4][CH:3]=1, predict the reactants needed to synthesize it. The reactants are: [Cl:1][C:2]1[N:7]=[C:6]([O:8][C:9]2[C:14]([CH3:15])=[CH:13][C:12]([CH3:16])=[CH:11][C:10]=2[CH3:17])[C:5]([C:18]([OH:20])=O)=[CH:4][CH:3]=1.CN(C(ON1N=NC2C=CC=NC1=2)=[N+](C)C)C.F[P-](F)(F)(F)(F)F.[F:45][C:46]1[N:51]=[C:50]([S:52]([NH2:55])(=[O:54])=[O:53])[CH:49]=[CH:48][CH:47]=1.C(N(C(C)C)C(C)C)C.